Dataset: Peptide-MHC class I binding affinity with 185,985 pairs from IEDB/IMGT. Task: Regression. Given a peptide amino acid sequence and an MHC pseudo amino acid sequence, predict their binding affinity value. This is MHC class I binding data. (1) The peptide sequence is FLCPTFTLK. The MHC is HLA-B08:03 with pseudo-sequence HLA-B08:03. The binding affinity (normalized) is 0.0847. (2) The peptide sequence is KLRHGQRSL. The MHC is HLA-B35:01 with pseudo-sequence HLA-B35:01. The binding affinity (normalized) is 0.0847. (3) The peptide sequence is TPEGIIPS. The MHC is HLA-B07:02 with pseudo-sequence HLA-B07:02. The binding affinity (normalized) is 0.159. (4) The peptide sequence is FTLINWRSV. The MHC is HLA-A02:06 with pseudo-sequence HLA-A02:06. The binding affinity (normalized) is 0.808.